This data is from Peptide-MHC class I binding affinity with 185,985 pairs from IEDB/IMGT. The task is: Regression. Given a peptide amino acid sequence and an MHC pseudo amino acid sequence, predict their binding affinity value. This is MHC class I binding data. (1) The peptide sequence is EPFSRRHPL. The MHC is HLA-B48:01 with pseudo-sequence HLA-B48:01. The binding affinity (normalized) is 0.0847. (2) The peptide sequence is GMDPRMCSL. The MHC is HLA-A02:03 with pseudo-sequence HLA-A02:03. The binding affinity (normalized) is 0.334. (3) The peptide sequence is KQPNRPLFI. The MHC is HLA-A02:01 with pseudo-sequence HLA-A02:01. The binding affinity (normalized) is 0.196. (4) The peptide sequence is KIGMFNLTF. The MHC is HLA-B15:03 with pseudo-sequence HLA-B15:03. The binding affinity (normalized) is 0.766. (5) The peptide sequence is AFEFINSLLK. The MHC is HLA-B53:01 with pseudo-sequence HLA-B53:01. The binding affinity (normalized) is 0.